Dataset: Catalyst prediction with 721,799 reactions and 888 catalyst types from USPTO. Task: Predict which catalyst facilitates the given reaction. Reactant: [CH3:1][N:2]1[CH2:7][CH2:6][NH:5][CH2:4][CH2:3]1.[NH2:8][C:9]1[CH:32]=[CH:31][C:12]([O:13][C:14]2[CH:19]=[CH:18][N:17]=[C:16]3[CH:20]=[C:21]([C:23]4[CH:30]=[CH:29][C:26]([CH:27]=O)=[CH:25][CH:24]=4)[S:22][C:15]=23)=[C:11]([F:33])[CH:10]=1.C(O[BH-](OC(=O)C)OC(=O)C)(=O)C.[Na+].C([O-])([O-])=O.[Na+].[Na+]. Product: [F:33][C:11]1[CH:10]=[C:9]([CH:32]=[CH:31][C:12]=1[O:13][C:14]1[CH:19]=[CH:18][N:17]=[C:16]2[CH:20]=[C:21]([C:23]3[CH:30]=[CH:29][C:26]([CH2:27][N:5]4[CH2:6][CH2:7][N:2]([CH3:1])[CH2:3][CH2:4]4)=[CH:25][CH:24]=3)[S:22][C:15]=12)[NH2:8]. The catalyst class is: 2.